From a dataset of Full USPTO retrosynthesis dataset with 1.9M reactions from patents (1976-2016). Predict the reactants needed to synthesize the given product. (1) The reactants are: [NH2:1][CH:2]([CH2:10][NH:11][C:12]1[C:17]([CH2:18][CH3:19])=[C:16]([N:20]2[CH2:25][CH2:24][CH:23]([C:26]3[CH:35]=[CH:34][C:33]4[CH2:32][CH2:31][CH2:30][NH:29][C:28]=4[N:27]=3)[CH2:22][CH2:21]2)[N:15]=[CH:14][N:13]=1)[C:3]([O:5][C:6]([CH3:9])([CH3:8])[CH3:7])=[O:4].[N+:36]([C:39]1[CH:44]=[CH:43][CH:42]=[CH:41][C:40]=1[N:45]=[C:46]=[O:47])([O-:38])=[O:37]. Given the product [CH2:18]([C:17]1[C:12]([NH:11][CH2:10][CH:2]([NH:1][C:46]([NH:45][C:40]2[CH:41]=[CH:42][CH:43]=[CH:44][C:39]=2[N+:36]([O-:38])=[O:37])=[O:47])[C:3]([O:5][C:6]([CH3:8])([CH3:7])[CH3:9])=[O:4])=[N:13][CH:14]=[N:15][C:16]=1[N:20]1[CH2:21][CH2:22][CH:23]([C:26]2[CH:35]=[CH:34][C:33]3[CH2:32][CH2:31][CH2:30][NH:29][C:28]=3[N:27]=2)[CH2:24][CH2:25]1)[CH3:19], predict the reactants needed to synthesize it. (2) Given the product [CH3:11][S:10][C:2]1[NH:1][C:9]2[CH:8]=[CH:7][N:6]=[CH:5][C:4]=2[N:3]=1, predict the reactants needed to synthesize it. The reactants are: [NH:1]1[C:9]2[CH:8]=[CH:7][N:6]=[CH:5][C:4]=2[N:3]=[C:2]1[SH:10].[C:11](=O)([O-])[O-].[K+].[K+].CI. (3) The reactants are: [CH3:1][C:2]1([OH:9])[CH2:4][CH:3]1[Si:5]([CH3:8])([CH3:7])[CH3:6].C(N(CC)CC)C.[CH3:17][S:18](Cl)(=[O:20])=[O:19].C([O-])(O)=O.[Na+]. Given the product [CH3:1][C:2]1([O:9][S:18]([CH3:17])(=[O:20])=[O:19])[CH2:4][CH:3]1[Si:5]([CH3:8])([CH3:7])[CH3:6], predict the reactants needed to synthesize it. (4) The reactants are: CC1C=CC(S(O[C:12]2[C:21]3[CH2:20][CH2:19][CH2:18][C:17]4([CH2:25][CH2:24][CH2:23][CH2:22]4)[C:16]=3[N:15]=[C:14]([NH2:26])[N:13]=2)(=O)=O)=CC=1.Cl.Cl.[NH2:29][CH2:30][CH2:31][NH:32][C:33]1[CH:38]=[CH:37][N:36]=[C:35]([NH2:39])[N:34]=1. Given the product [NH2:39][C:35]1[N:34]=[C:33]([NH:32][CH2:31][CH2:30][NH:29][C:12]2[C:21]3[CH2:20][CH2:19][CH2:18][C:17]4([CH2:22][CH2:23][CH2:24][CH2:25]4)[C:16]=3[N:15]=[C:14]([NH2:26])[N:13]=2)[CH:38]=[CH:37][N:36]=1, predict the reactants needed to synthesize it. (5) Given the product [NH2:9][C:3]1[N:4]=[CH:5][N:6]=[C:7]([NH:10][CH:11]2[CH2:12][C:13]3([CH2:18][CH2:17][N:16]([C:19](=[O:21])[CH:42]=[CH2:43])[CH2:15]3)[CH2:14]2)[C:2]=1[C:30]1[CH:31]=[CH:32][C:27]([O:26][C:33]2[CH:38]=[CH:37][CH:36]=[CH:35][CH:34]=2)=[CH:28][CH:29]=1, predict the reactants needed to synthesize it. The reactants are: Cl[C:2]1[C:3]([NH2:9])=[N:4][CH:5]=[N:6][C:7]=1Cl.[NH2:10][CH:11]1[CH2:14][C:13]2([CH2:18][CH2:17][N:16]([C:19]([O:21]C(C)(C)C)=O)[CH2:15]2)[CH2:12]1.[O:26]([C:33]1[CH:38]=[CH:37][C:36](B(O)O)=[CH:35][CH:34]=1)[C:27]1[CH:32]=[CH:31][CH:30]=[CH:29][CH:28]=1.[C:42](O)(=O)[CH:43]=C.